This data is from Reaction yield outcomes from USPTO patents with 853,638 reactions. The task is: Predict the reaction yield, written as a fraction of the theoretical maximum amount of product (1.0 means a 100% yield; for example, 0.34 means a 34% yield). (1) The reactants are [ClH:1].O1CCOCC1.C(OC([N:15]1[CH2:20][CH2:19][C:18]([NH:32]C(OC(C)(C)C)=O)([C:21](=[O:31])[NH:22][CH2:23][C:24]2[CH:29]=[CH:28][C:27]([Cl:30])=[CH:26][CH:25]=2)[CH2:17][CH2:16]1)=O)(C)(C)C. The catalyst is CO. The product is [ClH:30].[ClH:1].[Cl:30][C:27]1[CH:26]=[CH:25][C:24]([CH2:23][NH:22][C:21]([C:18]2([NH2:32])[CH2:17][CH2:16][NH:15][CH2:20][CH2:19]2)=[O:31])=[CH:29][CH:28]=1. The yield is 1.00. (2) The reactants are [Br:1][C:2]1[CH:3]=[CH:4][CH:5]=[C:6]2[C:11]=1[N:10]=[C:9](Cl)[N:8]=[CH:7]2.CN(C=O)C.[CH3:18][C:19]([NH2:22])([CH3:21])[CH3:20]. The catalyst is O. The yield is 0.410. The product is [Br:1][C:2]1[CH:3]=[CH:4][CH:5]=[C:6]2[C:11]=1[N:10]=[C:9]([NH:22][C:19]([CH3:21])([CH3:20])[CH3:18])[N:8]=[CH:7]2. (3) The reactants are C[O:2][C:3](=[O:36])[C:4]1[C:9]([O:10][CH:11]([F:13])[F:12])=[CH:8][CH:7]=[C:6]([N:14]2[C:18]([CH3:19])=[CH:17][CH:16]=[C:15]2[C:20]2[CH:25]=[C:24]([Br:26])[CH:23]=[CH:22][C:21]=2[O:27][CH2:28][C:29]2[CH:34]=[CH:33][C:32]([F:35])=[CH:31][CH:30]=2)[CH:5]=1.[OH-].[Na+]. The catalyst is CO. The product is [Br:26][C:24]1[CH:23]=[CH:22][C:21]([O:27][CH2:28][C:29]2[CH:30]=[CH:31][C:32]([F:35])=[CH:33][CH:34]=2)=[C:20]([C:15]2[N:14]([C:6]3[CH:5]=[C:4]([C:9]([O:10][CH:11]([F:12])[F:13])=[CH:8][CH:7]=3)[C:3]([OH:36])=[O:2])[C:18]([CH3:19])=[CH:17][CH:16]=2)[CH:25]=1. The yield is 0.960. (4) The reactants are [O:1]=[C:2]([N:8]1[CH2:13][CH2:12][CH:11]([C:14]2[CH:19]=[CH:18][CH:17]=[CH:16][C:15]=2[C:20]([F:23])([F:22])[F:21])[CH2:10][CH2:9]1)[CH2:3][C:4]([O:6]C)=[O:5].[OH-].[Na+].Cl. The catalyst is CO.C1COCC1.O. The product is [O:1]=[C:2]([N:8]1[CH2:13][CH2:12][CH:11]([C:14]2[CH:19]=[CH:18][CH:17]=[CH:16][C:15]=2[C:20]([F:23])([F:21])[F:22])[CH2:10][CH2:9]1)[CH2:3][C:4]([OH:6])=[O:5]. The yield is 0.780. (5) The reactants are [Cl:1][C:2]1[CH:3]=[C:4]2[C:8](=[C:9]([N+:11]([O-])=O)[CH:10]=1)[NH:7][C:6]([C:14]1[CH:19]=[CH:18][CH:17]=[CH:16][CH:15]=1)=[CH:5]2.C[C:37]1[CH:38]=[C:33]2C(=[C:35]([N+]([O-])=O)[CH:36]=1)NC([C:33]1[CH:38]=[CH:37][CH:36]=[CH:35]C=1)=C2. No catalyst specified. The product is [Cl:1][C:2]1[CH:3]=[C:4]2[C:8](=[C:9]([NH:11][CH:35]3[CH2:36][CH2:37][CH2:38][CH2:33]3)[CH:10]=1)[NH:7][C:6]([C:14]1[CH:19]=[CH:18][CH:17]=[CH:16][CH:15]=1)=[CH:5]2. The yield is 0.890. (6) The reactants are [F:1][C:2]1[CH:7]=[CH:6][C:5]([C:8]2[S:9][CH:10]=[C:11]([C:13]([CH3:18])([CH3:17])C(O)=O)[N:12]=2)=[CH:4][CH:3]=1.[CH2:19]([N:21]([CH2:24]C)[CH2:22]C)C.Cl[C:27]([O:29][CH2:30][CH:31]([CH3:33])[CH3:32])=[O:28].[N-:34]=[N+]=[N-].[Na+].N12CCC(CC1)[C@H](O)C2. The catalyst is C1COCC1.O. The product is [F:1][C:2]1[CH:3]=[CH:4][C:5]([C:8]2[S:9][CH:10]=[C:11]([C:13]([NH:34][C:27](=[O:28])[O:29][C@H:30]3[CH:31]4[CH2:33][CH2:24][N:21]([CH2:22][CH2:32]4)[CH2:19]3)([CH3:17])[CH3:18])[N:12]=2)=[CH:6][CH:7]=1. The yield is 0.730. (7) The reactants are [Br:1][C:2]1[CH:7]=[CH:6][C:5]([NH:8][C:9](=[O:12])[CH:10]=[CH2:11])=[CH:4][CH:3]=1.[ClH:13].[CH2:14]([O:21][C:22]1[CH:23]=[C:24]([C:28]2([F:35])[CH2:33][CH2:32][NH:31][CH2:30][CH:29]2[CH3:34])[CH:25]=[CH:26][CH:27]=1)[C:15]1[CH:20]=[CH:19][CH:18]=[CH:17][CH:16]=1. No catalyst specified. The product is [ClH:13].[CH2:14]([O:21][C:22]1[CH:23]=[C:24]([C:28]2([F:35])[CH2:33][CH2:32][N:31]([CH2:11][CH2:10][C:9]([NH:8][C:5]3[CH:4]=[CH:3][C:2]([Br:1])=[CH:7][CH:6]=3)=[O:12])[CH2:30][CH:29]2[CH3:34])[CH:25]=[CH:26][CH:27]=1)[C:15]1[CH:16]=[CH:17][CH:18]=[CH:19][CH:20]=1. The yield is 0.650. (8) The reactants are [N:1]([CH:4]([C:6]1[N:7]=[C:8]2[S:16][CH:15]=[C:14]([CH3:17])[N:9]2[C:10](=[O:13])[C:11]=1Br)[CH3:5])=[N+:2]=[N-:3].[F:18][C:19]1[CH:20]=[C:21](B(O)O)[CH:22]=[CH:23][CH:24]=1.C(=O)([O-])[O-].[Na+].[Na+]. The catalyst is O1CCOCC1.O.CCOC(C)=O.C1C=CC([P]([Pd]([P](C2C=CC=CC=2)(C2C=CC=CC=2)C2C=CC=CC=2)([P](C2C=CC=CC=2)(C2C=CC=CC=2)C2C=CC=CC=2)[P](C2C=CC=CC=2)(C2C=CC=CC=2)C2C=CC=CC=2)(C2C=CC=CC=2)C2C=CC=CC=2)=CC=1. The product is [N:1]([CH:4]([C:6]1[N:7]=[C:8]2[S:16][CH:15]=[C:14]([CH3:17])[N:9]2[C:10](=[O:13])[C:11]=1[C:23]1[CH:22]=[CH:21][CH:20]=[C:19]([F:18])[CH:24]=1)[CH3:5])=[N+:2]=[N-:3]. The yield is 0.334. (9) The reactants are [NH2:1][C:2]1[CH:21]=[C:20]([Br:22])[C:19]([CH3:23])=[CH:18][C:3]=1[C:4]([NH:6][NH:7][C:8]1[CH:13]=[C:12]([Cl:14])[CH:11]=[CH:10][C:9]=1[S:15][CH2:16][CH3:17])=[O:5].[CH:24](OC)(OC)OC. The catalyst is C(O)=O. The product is [Br:22][C:20]1[CH:21]=[C:2]2[C:3]([C:4](=[O:5])[N:6]([NH:7][C:8]3[CH:13]=[C:12]([Cl:14])[CH:11]=[CH:10][C:9]=3[S:15][CH2:16][CH3:17])[CH:24]=[N:1]2)=[CH:18][C:19]=1[CH3:23]. The yield is 0.990.